From a dataset of Full USPTO retrosynthesis dataset with 1.9M reactions from patents (1976-2016). Predict the reactants needed to synthesize the given product. (1) Given the product [C:15]([NH:13][C:8]1[NH:7][C:6](=[O:14])[C:5]2[C:10](=[N:11][CH:12]=[C:3]([CH:1]=[O:2])[N:4]=2)[N:9]=1)(=[O:19])[CH:16]([CH3:18])[CH3:17], predict the reactants needed to synthesize it. The reactants are: [CH:1]([C:3]1[N:4]=[C:5]2[C:10](=[N:11][CH:12]=1)[N:9]=[C:8]([NH2:13])[NH:7][C:6]2=[O:14])=[O:2].[C:15](O[C:15](=[O:19])[CH:16]([CH3:18])[CH3:17])(=[O:19])[CH:16]([CH3:18])[CH3:17]. (2) Given the product [Br:12][C:8]1[CH:7]=[C:6]([C:2]([NH:1][C:22](=[O:23])[CH2:21][Cl:20])([CH3:5])[CH2:3][OH:4])[CH:11]=[CH:10][CH:9]=1, predict the reactants needed to synthesize it. The reactants are: [NH2:1][C:2]([C:6]1[CH:11]=[CH:10][CH:9]=[C:8]([Br:12])[CH:7]=1)([CH3:5])[CH2:3][OH:4].C(N(CC)CC)C.[Cl:20][CH2:21][C:22](Cl)=[O:23]. (3) Given the product [CH3:8][CH2:7][CH2:6][CH:11]([CH3:2])[CH3:10].[C:15]([N:18]1[CH2:23][CH2:22][N:21]([CH2:24][CH2:25][CH2:26][O:14][C:8]2[CH:7]=[C:6]3[C:11]([C:2]([Cl:1])=[N:3][CH:4]=[N:5]3)=[CH:10][C:9]=2[O:12][CH3:13])[CH2:20][CH2:19]1)(=[O:17])[CH3:16], predict the reactants needed to synthesize it. The reactants are: [Cl:1][C:2]1[C:11]2[C:6](=[CH:7][C:8]([OH:14])=[C:9]([O:12][CH3:13])[CH:10]=2)[N:5]=[CH:4][N:3]=1.[C:15]([N:18]1[CH2:23][CH2:22][N:21]([CH2:24][CH2:25][CH2:26]O)[CH2:20][CH2:19]1)(=[O:17])[CH3:16].C1(P(C2C=CC=CC=2)C2C=CC=CC=2)C=CC=CC=1.N(C([O-])=O)=NC([O-])=O. (4) Given the product [CH2:1]([NH:8][C:9](=[O:18])[C:10]1[CH:15]=[CH:14][C:13]([N:16]2[C:23]([OH:24])=[C:22]([N:28]3[CH:29]=[CH:30][C:31](=[O:34])[CH:32]=[CH:33]3)[CH:21]=[N:17]2)=[N:12][CH:11]=1)[C:2]1[CH:3]=[CH:4][CH:5]=[CH:6][CH:7]=1, predict the reactants needed to synthesize it. The reactants are: [CH2:1]([NH:8][C:9](=[O:18])[C:10]1[CH:15]=[CH:14][C:13]([NH:16][NH2:17])=[N:12][CH:11]=1)[C:2]1[CH:7]=[CH:6][CH:5]=[CH:4][CH:3]=1.CN(C)[CH:21]=[C:22]([N:28]1[CH:33]=[CH:32][C:31](=[O:34])[CH:30]=[CH:29]1)[C:23](OCC)=[O:24]. (5) Given the product [C:46]([O:23][CH2:22][CH:21]([O:24][C:38](=[O:37])[CH3:34])[CH2:20][N:18]([C:17]1[N:13]([C:3]2[C:2]([Cl:1])=[CH:7][C:6]([C:8]([F:11])([F:10])[F:9])=[CH:5][C:4]=2[Cl:12])[N:14]=[C:15]([C:32]#[N:33])[C:16]=1[S:25]([C:28]([F:31])([F:29])[F:30])(=[O:26])=[O:27])[CH3:19])(=[O:48])[CH3:47], predict the reactants needed to synthesize it. The reactants are: [Cl:1][C:2]1[CH:7]=[C:6]([C:8]([F:11])([F:10])[F:9])[CH:5]=[C:4]([Cl:12])[C:3]=1[N:13]1[C:17]([N:18]([CH2:20][CH:21]([OH:24])[CH2:22][OH:23])[CH3:19])=[C:16]([S:25]([C:28]([F:31])([F:30])[F:29])(=[O:27])=[O:26])[C:15]([C:32]#[N:33])=[N:14]1.[CH2:34]1[CH2:38][O:37]CC1.CCCCCCC.[C:46](OCC)(=[O:48])[CH3:47]. (6) Given the product [C:53]([O:52][C:50]([N:47]1[CH2:37][CH2:38][CH2:39][CH2:40][CH:41]1[CH2:36][O:1][C:2]1[CH:11]=[C:10]2[C:5]([C:6]([O:12][C:13]3[CH:14]=[C:15]4[C:19](=[CH:20][CH:21]=3)[NH:18][C:17]([CH3:22])=[CH:16]4)=[N:7][CH:8]=[N:9]2)=[CH:4][CH:3]=1)=[O:51])([CH3:56])([CH3:55])[CH3:54], predict the reactants needed to synthesize it. The reactants are: [OH:1][C:2]1[CH:11]=[C:10]2[C:5]([C:6]([O:12][C:13]3[CH:14]=[C:15]4[C:19](=[CH:20][CH:21]=3)[NH:18][C:17]([CH3:22])=[CH:16]4)=[N:7][CH:8]=[N:9]2)=[CH:4][CH:3]=1.[C:36]1(P([C:36]2[CH:41]=[CH:40][CH:39]=[CH:38][CH:37]=2)[C:36]2[CH:41]=[CH:40][CH:39]=[CH:38][CH:37]=2)[CH:41]=[CH:40][CH:39]=[CH:38][CH:37]=1.OCC1CC[N:47]([C:50]([O:52][C:53]([CH3:56])([CH3:55])[CH3:54])=[O:51])CC1.N(C(OC(C)C)=O)=NC(OC(C)C)=O.